This data is from Forward reaction prediction with 1.9M reactions from USPTO patents (1976-2016). The task is: Predict the product of the given reaction. (1) Given the reactants Cl[C:2]1[CH:7]=[CH:6][C:5](Cl)=[CH:4][C:3]=1[S:9][CH2:10][C:11]([OH:13])=[O:12].[F:14]C1C=CC(S)=CC=1.[OH-].[K+].BrCC(OCC)=O, predict the reaction product. The product is: [F:14][C:6]1[CH:5]=[CH:4][C:3]([S:9][CH2:10][C:11]([OH:13])=[O:12])=[CH:2][CH:7]=1. (2) The product is: [CH3:1][O:2][C:3]([C:5]1[C:13]2[C:8](=[N:9][CH:10]=[C:11]([Cl:14])[CH:12]=2)[N:7]([S:15]([C:18]2[CH:23]=[CH:22][CH:21]=[CH:20][CH:19]=2)(=[O:17])=[O:16])[C:6]=1[CH2:24][Br:25])=[O:4]. Given the reactants [CH3:1][O:2][C:3]([C:5]1[C:13]2[C:8](=[N:9][CH:10]=[C:11]([Cl:14])[CH:12]=2)[N:7]([S:15]([C:18]2[CH:23]=[CH:22][CH:21]=[CH:20][CH:19]=2)(=[O:17])=[O:16])[C:6]=1[CH3:24])=[O:4].[Br:25]N1C(C)(C)C(=O)N(Br)C1=O, predict the reaction product. (3) The product is: [OH:2][CH2:1][C:3]1[CH:4]=[CH:5][C:6]([O:11][C:12]2[CH:13]=[N:14][CH:15]=[CH:16][CH:17]=2)=[C:7]([CH:10]=1)[C:8]#[N:9]. Given the reactants [CH:1]([C:3]1[CH:4]=[CH:5][C:6]([O:11][C:12]2[CH:13]=[N:14][CH:15]=[CH:16][CH:17]=2)=[C:7]([CH:10]=1)[C:8]#[N:9])=[O:2].N1C=CC=C(O)C=1.FC1C=CC(C=O)=CC=1C#N, predict the reaction product. (4) Given the reactants [F:1][C:2]1([F:8])[CH2:5][CH:4]([CH2:6][OH:7])[CH2:3]1.[Br:9][C:10]1[CH:15]=[CH:14][C:13]([S:16](Cl)(=[O:18])=[O:17])=[CH:12][CH:11]=1.C(N(CC)CC)C.Cl, predict the reaction product. The product is: [Br:9][C:10]1[CH:15]=[CH:14][C:13]([S:16]([O:7][CH2:6][CH:4]2[CH2:5][C:2]([F:8])([F:1])[CH2:3]2)(=[O:18])=[O:17])=[CH:12][CH:11]=1. (5) Given the reactants [N:1]1([C:7]2[CH:12]=[CH:11][C:10]([NH:13][C:14](=[O:17])[NH:15][NH2:16])=[CH:9][CH:8]=2)[CH2:6][CH2:5][O:4][CH2:3][CH2:2]1.[CH:18]([C:21]1[C:22]([O:34][CH2:35][O:36][CH3:37])=[CH:23][C:24]([O:30][CH2:31][O:32][CH3:33])=[C:25]([CH:29]=1)[C:26](O)=[O:27])([CH3:20])[CH3:19].O.ON1C2C=CC=CC=2N=N1.CN(C)CCCN=C=NCC.C(=O)([O-])O.[Na+], predict the reaction product. The product is: [N:1]1([C:7]2[CH:8]=[CH:9][C:10]([NH:13][C:14](=[O:17])[NH:15][NH:16][C:26](=[O:27])[C:25]3[CH:29]=[C:21]([CH:18]([CH3:20])[CH3:19])[C:22]([O:34][CH2:35][O:36][CH3:37])=[CH:23][C:24]=3[O:30][CH2:31][O:32][CH3:33])=[CH:11][CH:12]=2)[CH2:6][CH2:5][O:4][CH2:3][CH2:2]1. (6) The product is: [Br:24][C:20]1[CH:21]=[C:22]2[C:17]([CH2:10][CH:9]([NH:8][C:6](=[O:7])[O:5][C:2]([CH3:1])([CH3:3])[CH3:4])[C:12](=[O:14])[NH:23]2)=[N:18][CH:19]=1. Given the reactants [CH3:1][C:2]([O:5][C:6]([NH:8][C@@H:9]([C:12]([O:14]C)=O)[CH2:10]I)=[O:7])([CH3:4])[CH3:3].Br[C:17]1[C:22]([NH2:23])=[CH:21][C:20]([Br:24])=[CH:19][N:18]=1.C(=O)([O-])[O-].[K+].[K+].CCCCCC, predict the reaction product. (7) Given the reactants C([Mg]Br)C.C([O:7][CH2:8][CH3:9])C.Br.BrC1[S:16][C:15]2=[N:17][CH2:18][CH2:19][N:14]2[C:13]=1[C:20]1[CH:25]=[CH:24][C:23]([Cl:26])=[C:22]([Cl:27])[CH:21]=1.CN(C=O)C.[Cl-].[NH4+], predict the reaction product. The product is: [Cl:27][C:22]1[CH:21]=[C:20]([C:13]2[N:14]3[CH2:19][CH2:18][N:17]=[C:15]3[S:16][C:9]=2[CH:8]=[O:7])[CH:25]=[CH:24][C:23]=1[Cl:26].